Task: Regression. Given a peptide amino acid sequence and an MHC pseudo amino acid sequence, predict their binding affinity value. This is MHC class I binding data.. Dataset: Peptide-MHC class I binding affinity with 185,985 pairs from IEDB/IMGT (1) The peptide sequence is SRWGYQVKH. The MHC is HLA-A11:01 with pseudo-sequence HLA-A11:01. The binding affinity (normalized) is 0.0847. (2) The peptide sequence is GLENGLNYI. The MHC is HLA-B40:01 with pseudo-sequence HLA-B40:01. The binding affinity (normalized) is 0.0847. (3) The peptide sequence is SVSPKLFIR. The MHC is HLA-A68:01 with pseudo-sequence HLA-A68:01. The binding affinity (normalized) is 0.329. (4) The peptide sequence is LKEKSSLRY. The MHC is HLA-B27:03 with pseudo-sequence HLA-B27:03. The binding affinity (normalized) is 0.0847. (5) The peptide sequence is LLFLVLIMLI. The MHC is HLA-A02:02 with pseudo-sequence HLA-A02:02. The binding affinity (normalized) is 0.436. (6) The peptide sequence is GARVIWMDA. The MHC is HLA-A03:01 with pseudo-sequence HLA-A03:01. The binding affinity (normalized) is 0.